From a dataset of Reaction yield outcomes from USPTO patents with 853,638 reactions. Predict the reaction yield, written as a fraction of the theoretical maximum amount of product (1.0 means a 100% yield; for example, 0.34 means a 34% yield). (1) The reactants are [C@@H:1]1([N:10]2[C:19]3[N:18]=[CH:17][N:16]=[C:14]([NH2:15])[C:13]=3[N:12]=[CH:11]2)[O:9][C@H:6]([CH2:7][OH:8])[C@@H:4]([OH:5])[C@H:2]1[OH:3].[C:20](Cl)(=[O:27])[C:21]1[CH:26]=[CH:25][CH:24]=[CH:23][CH:22]=1. The catalyst is N1C=CC=CC=1. The product is [C:20]([CH:7]([OH:8])[C@@:6]1([C:20](=[O:27])[C:21]2[CH:26]=[CH:25][CH:24]=[CH:23][CH:22]=2)[O:9][C@@:1]([C:20](=[O:27])[C:21]2[CH:26]=[CH:25][CH:24]=[CH:23][CH:22]=2)([N:10]2[C:19]3[N:18]=[CH:17][N:16]=[C:14]([NH2:15])[C:13]=3[N:12]=[CH:11]2)[C@:2]([C:20](=[O:27])[C:21]2[CH:26]=[CH:25][CH:24]=[CH:23][CH:22]=2)([OH:3])[C@:4]1([C:20](=[O:27])[C:21]1[CH:26]=[CH:25][CH:24]=[CH:23][CH:22]=1)[OH:5])(=[O:27])[C:21]1[CH:26]=[CH:25][CH:24]=[CH:23][CH:22]=1. The yield is 0.962. (2) The reactants are [CH3:1][S:2]([C:5]1[CH:10]=[CH:9][C:8](B(O)O)=[CH:7][CH:6]=1)(=[O:4])=[O:3].Br[C:15]1[N:20]=[C:19]([C:21]2[NH:30][C:29](=[O:31])[C:28]3[C:23](=[CH:24][C:25]([O:34][CH3:35])=[CH:26][C:27]=3[O:32][CH3:33])[N:22]=2)[CH:18]=[CH:17][C:16]=1[O:36][CH3:37].C(=O)([O-])[O-].[Na+].[Na+]. The catalyst is C1(C)C=CC=CC=1.CCO.O.C1C=CC([P]([Pd]([P](C2C=CC=CC=2)(C2C=CC=CC=2)C2C=CC=CC=2)([P](C2C=CC=CC=2)(C2C=CC=CC=2)C2C=CC=CC=2)[P](C2C=CC=CC=2)(C2C=CC=CC=2)C2C=CC=CC=2)(C2C=CC=CC=2)C2C=CC=CC=2)=CC=1. The product is [CH3:33][O:32][C:27]1[CH:26]=[C:25]([O:34][CH3:35])[CH:24]=[C:23]2[C:28]=1[C:29](=[O:31])[NH:30][C:21]([C:19]1[CH:18]=[CH:17][C:16]([O:36][CH3:37])=[C:15]([C:8]3[CH:9]=[CH:10][C:5]([S:2]([CH3:1])(=[O:4])=[O:3])=[CH:6][CH:7]=3)[N:20]=1)=[N:22]2. The yield is 0.700. (3) The reactants are CO[C:3](=[O:13])[CH2:4][CH2:5][O:6][N:7]=[C:8]([O:10][CH2:11][CH3:12])[CH3:9].[CH2:14]([NH2:17])[CH2:15][CH3:16]. The catalyst is CO. The product is [CH2:11]([O:10][C:8](=[N:7][O:6][CH2:5][CH2:4][C:3](=[O:13])[NH:17][CH2:14][CH2:15][CH3:16])[CH3:9])[CH3:12]. The yield is 0.860. (4) The product is [Cl:1][C:2]1[CH:3]=[CH:4][C:5]([N:8]([C@H:12]2[C:21]3[C:16](=[CH:17][CH:18]=[CH:19][CH:20]=3)[N:15]([C:22](=[O:30])[C:23]3[CH:24]=[CH:25][C:26]([O:29][CH2:39][CH2:40][CH2:41][C:42]([OH:44])([CH3:45])[CH3:43])=[CH:27][CH:28]=3)[C@@H:14]([CH3:31])[CH2:13]2)[C:9](=[O:11])[CH3:10])=[CH:6][CH:7]=1. The reactants are [Cl:1][C:2]1[CH:7]=[CH:6][C:5]([N:8]([C@H:12]2[C:21]3[C:16](=[CH:17][CH:18]=[CH:19][CH:20]=3)[N:15]([C:22](=[O:30])[C:23]3[CH:28]=[CH:27][C:26]([OH:29])=[CH:25][CH:24]=3)[C@@H:14]([CH3:31])[CH2:13]2)[C:9](=[O:11])[CH3:10])=[CH:4][CH:3]=1.C([O-])([O-])=O.[K+].[K+].Br[CH2:39][CH2:40][CH2:41][C:42]([CH3:45])([OH:44])[CH3:43]. The yield is 0.790. The catalyst is CN(C=O)C. (5) The yield is 0.500. The reactants are [F:1][C:2]1[CH:3]=[C:4]([CH:6]=[CH:7][C:8]=1[N+:9]([O-:11])=[O:10])[NH2:5].C(OCC)(=O)C.[Br:18]N1C(=O)CCC1=O. The catalyst is CS(C)=O. The product is [Br:18][C:6]1[CH:7]=[C:8]([N+:9]([O-:11])=[O:10])[C:2]([F:1])=[CH:3][C:4]=1[NH2:5].